Task: Predict the reactants needed to synthesize the given product.. Dataset: Full USPTO retrosynthesis dataset with 1.9M reactions from patents (1976-2016) (1) Given the product [CH3:27][C:4]1[C:5]([O:9][C@@H:10]2[CH2:11][CH2:12][C@@H:13]([CH3:26])[NH:14][CH2:15]2)=[N:6][CH:7]=[CH:8][C:3]=1[C:1]#[N:2], predict the reactants needed to synthesize it. The reactants are: [C:1]([C:3]1[CH:8]=[CH:7][N:6]=[C:5]([O:9][C@H:10]2[CH2:15][N:14](C(OCC3C=CC=CC=3)=O)[C@H:13]([CH3:26])[CH2:12][CH2:11]2)[C:4]=1[CH3:27])#[N:2]. (2) Given the product [CH:5]1([CH2:4][CH2:3][C:2]([CH3:1])([OH:13])[CH2:11][CH3:12])[CH2:10][CH2:9][CH2:8][CH2:7][CH2:6]1, predict the reactants needed to synthesize it. The reactants are: [CH3:1][C:2]([OH:13])([CH2:11][CH3:12])[CH2:3][CH2:4][C:5]1[CH:10]=[CH:9][CH:8]=[CH:7][CH:6]=1. (3) Given the product [F:25][C:22]1[CH:23]=[CH:24][C:19]([CH:15]2[CH2:16][CH2:17][CH2:18][N:14]2[C:12]([C:9]2[CH:8]=[C:7]([CH:4]3[CH2:5][CH2:6][O:1][CH2:2][CH2:3]3)[S:11][N:10]=2)=[O:13])=[CH:20][CH:21]=1, predict the reactants needed to synthesize it. The reactants are: [O:1]1[CH2:6][CH:5]=[C:4]([C:7]2[S:11][N:10]=[C:9]([C:12]([N:14]3[CH2:18][CH2:17][CH2:16][CH:15]3[C:19]3[CH:24]=[CH:23][C:22]([F:25])=[CH:21][CH:20]=3)=[O:13])[CH:8]=2)[CH2:3][CH2:2]1. (4) The reactants are: [CH3:1][C:2]1[CH:10]=[C:9]([C:11]([F:14])([F:13])[F:12])[CH:8]=[CH:7][C:3]=1[C:4]([OH:6])=O.C([O:17][C:18](=[O:39])[CH2:19][CH2:20][C:21]1[CH:26]=[CH:25][C:24]([O:27][C:28]2[CH:33]=[CH:32][CH:31]=[C:30]([CH:34]([NH2:36])[CH3:35])[CH:29]=2)=[CH:23][C:22]=1[CH2:37][CH3:38])C. Given the product [CH2:37]([C:22]1[CH:23]=[C:24]([O:27][C:28]2[CH:33]=[CH:32][CH:31]=[C:30]([CH:34]([NH:36][C:4](=[O:6])[C:3]3[CH:7]=[CH:8][C:9]([C:11]([F:14])([F:13])[F:12])=[CH:10][C:2]=3[CH3:1])[CH3:35])[CH:29]=2)[CH:25]=[CH:26][C:21]=1[CH2:20][CH2:19][C:18]([OH:39])=[O:17])[CH3:38], predict the reactants needed to synthesize it. (5) Given the product [C:26](=[O:34])([O:27][CH2:28][CH2:29][CH2:30][CH2:31][CH2:32][CH3:33])[O:20][C:17]1[CH:16]=[CH:15][C:14]([CH2:13][CH2:12][C:8]2[CH:9]=[N:10][C:11]3[C:2]([NH2:1])=[N:3][C:4]4[CH:24]=[C:23]([CH3:25])[CH:22]=[CH:21][C:5]=4[C:6]=3[CH:7]=2)=[CH:19][CH:18]=1, predict the reactants needed to synthesize it. The reactants are: [NH2:1][C:2]1[C:11]2[N:10]=[CH:9][C:8]([CH2:12][CH2:13][C:14]3[CH:19]=[CH:18][C:17]([OH:20])=[CH:16][CH:15]=3)=[CH:7][C:6]=2[C:5]2[CH:21]=[CH:22][C:23]([CH3:25])=[CH:24][C:4]=2[N:3]=1.[C:26](Cl)(=[O:34])[O:27][CH2:28][CH2:29][CH2:30][CH2:31][CH2:32][CH3:33]. (6) Given the product [CH2:16]([NH:1][C:2]1[CH:9]=[CH:8][CH:7]=[C:4]([CH2:5][OH:6])[CH:3]=1)[CH2:17][CH2:18][CH3:19], predict the reactants needed to synthesize it. The reactants are: [NH2:1][C:2]1[CH:3]=[C:4]([CH:7]=[CH:8][CH:9]=1)[CH2:5][OH:6].C([O-])(O)=O.[Na+].Br[CH2:16][CH2:17][CH2:18][CH3:19].O. (7) Given the product [CH3:35][C:32]1[CH:33]=[CH:34][C:29]([C:26]2[CH:25]=[CH:24][C:23]([S:20]([NH:19][C@@H:14]3[CH2:15][CH2:16][CH2:17][C:18]4[C:9]([O:8][CH2:7][C:6]([OH:36])=[O:5])=[CH:10][CH:11]=[CH:12][C:13]3=4)(=[O:22])=[O:21])=[CH:28][CH:27]=2)=[CH:30][CH:31]=1, predict the reactants needed to synthesize it. The reactants are: C([O:5][C:6](=[O:36])[CH2:7][O:8][C:9]1[C:18]2[CH2:17][CH2:16][CH2:15][C@@H:14]([NH:19][S:20]([C:23]3[CH:28]=[CH:27][C:26]([C:29]4[CH:34]=[CH:33][C:32]([CH3:35])=[CH:31][CH:30]=4)=[CH:25][CH:24]=3)(=[O:22])=[O:21])[C:13]=2[CH:12]=[CH:11][CH:10]=1)(C)(C)C.FC(F)(F)C(O)=O. (8) Given the product [N:1]1[CH:6]=[CH:5][CH:4]=[C:3]([C:7]#[C:8][CH2:9][NH2:10])[CH:2]=1, predict the reactants needed to synthesize it. The reactants are: [N:1]1[CH:6]=[CH:5][CH:4]=[C:3]([C:7]#[C:8][CH2:9][NH:10]C(=O)OC(C)(C)C)[CH:2]=1.C(O)(C(F)(F)F)=O. (9) Given the product [F:29][C:30]1[CH:31]=[C:32]([S:37]([N:11]2[C:12]3[C:8](=[C:7]4[CH2:1][NH:2][CH2:3][CH2:4][O:5][C:6]4=[CH:14][CH:13]=3)[CH:9]=[CH:10]2)(=[O:39])=[O:38])[CH:33]=[CH:34][C:35]=1[CH3:36], predict the reactants needed to synthesize it. The reactants are: [CH2:1]1[C:7]2=[C:8]3[C:12](=[CH:13][CH:14]=[C:6]2[O:5][CH2:4][CH2:3][N:2]1C(OC(C)(C)C)=O)[NH:11][CH:10]=[CH:9]3.[H-].[Na+].CN(C=O)C.[F:29][C:30]1[CH:31]=[C:32]([S:37](Cl)(=[O:39])=[O:38])[CH:33]=[CH:34][C:35]=1[CH3:36].